Dataset: Catalyst prediction with 721,799 reactions and 888 catalyst types from USPTO. Task: Predict which catalyst facilitates the given reaction. (1) Reactant: CC1(C)CCCC(C)(C)N1.C(=O)=O.[Li][CH2:15][CH2:16][CH2:17][CH3:18].[C:19]([OH:27])(=[O:26])[C:20]1C=[CH:24][N:23]=[CH:22][CH:21]=1.C(=O)CC. The catalyst class is: 1. Product: [CH2:17]([CH:16]1[C:15]2[CH:24]=[N:23][CH:22]=[CH:21][C:20]=2[C:19](=[O:26])[O:27]1)[CH3:18]. (2) Reactant: [CH3:1][C:2]1([CH3:11])[N:6]2[C:7](=[O:10])[CH2:8][CH2:9][C@@H:5]2[CH2:4][O:3]1.C([N-]C(C)C)(C)C.[Li+].C1COCC1.CCCCCCC.C(C1C=CC=CC=1)C.[CH3:40][C:41]([CH3:43])=[O:42]. Product: [OH:42][C:41]([CH:8]1[C:7](=[O:10])[N:6]2[C:2]([CH3:11])([CH3:1])[O:3][CH2:4][C@H:5]2[CH2:9]1)([CH3:43])[CH3:40]. The catalyst class is: 1. (3) Reactant: [F:1][C:2]1[CH:11]=[CH:10][CH:9]=[C:8]2[C:3]=1[N:4]=[C:5]([C:21]([O:23]CC)=[O:22])[C:6](=[O:20])[N:7]2[C:12]1[CH:17]=[CH:16][C:15]([O:18][CH3:19])=[CH:14][CH:13]=1.[OH-].[Na+].Cl. Product: [F:1][C:2]1[CH:11]=[CH:10][CH:9]=[C:8]2[C:3]=1[N:4]=[C:5]([C:21]([OH:23])=[O:22])[C:6](=[O:20])[N:7]2[C:12]1[CH:13]=[CH:14][C:15]([O:18][CH3:19])=[CH:16][CH:17]=1. The catalyst class is: 8. (4) Reactant: [CH:1]1([SH:6])[CH2:5][CH2:4][CH2:3][CH2:2]1.[H-].[Na+].CS([C:13]1[S:14][C:15]([C:30]2[CH:34]=[CH:33][NH:32][N:31]=2)=[C:16]2[CH2:21][CH2:20][N:19](C(OC(C)(C)C)=O)[C:18](=[O:29])[C:17]=12)(=O)=O. Product: [CH:1]1([S:6][C:13]2[S:14][C:15]([C:30]3[CH:34]=[CH:33][NH:32][N:31]=3)=[C:16]3[CH2:21][CH2:20][NH:19][C:18](=[O:29])[C:17]=23)[CH2:5][CH2:4][CH2:3][CH2:2]1. The catalyst class is: 1.